Predict the reactants needed to synthesize the given product. From a dataset of Full USPTO retrosynthesis dataset with 1.9M reactions from patents (1976-2016). (1) Given the product [NH:1]1[C:9]2[C:4](=[C:5]([C:10]3[CH:18]=[C:17]4[C:13]([CH:14]=[N:15][NH:16]4)=[C:12]([C:29]4[O:69][C:68]([CH:67]([CH3:71])[CH3:66])=[N:31][N:30]=4)[CH:11]=3)[CH:6]=[CH:7][CH:8]=2)[CH:3]=[CH:2]1, predict the reactants needed to synthesize it. The reactants are: [NH:1]1[C:9]2[C:4](=[C:5]([C:10]3[CH:18]=[C:17]4[C:13]([CH:14]=[N:15][N:16]4S(C4C=CC(C)=CC=4)(=O)=O)=[C:12]([C:29]4NN=[N:31][N:30]=4)[CH:11]=3)[CH:6]=[CH:7][CH:8]=2)[CH:3]=[CH:2]1.[NH:1]1[C:9]2[C:4](=[C:5]([C:10]3[CH:18]=[C:17]4[C:13]([CH:14]=[N:15][N:16]4S(C4C=CC=CC=4)(=O)=O)=[C:12]([C:29]4NN=[N:31][N:30]=4)[CH:11]=3)[CH:6]=[CH:7][CH:8]=2)[CH:3]=[CH:2]1.[CH3:66][CH:67]([CH3:71])[C:68](Cl)=[O:69].[OH-].[Na+].Cl. (2) The reactants are: CS(C)=O.C(Cl)(=O)C(Cl)=O.C(=O)=O.CC(C)=O.[OH:18][CH2:19][C@@H:20]1[CH2:24][C:23]([CH3:25])=[CH:22][N:21]1[C:26]([C:28]1[CH:33]=[C:32]([O:34][CH3:35])[C:31]([O:36][Si:37]([CH:44]([CH3:46])[CH3:45])([CH:41]([CH3:43])[CH3:42])[CH:38]([CH3:40])[CH3:39])=[CH:30][C:29]=1[NH:47][C:48](=[O:53])[O:49][CH2:50][CH:51]=[CH2:52])=[O:27].C(N(CC)CC)C. Given the product [OH:18][C@@H:19]1[N:47]([C:48]([O:49][CH2:50][CH:51]=[CH2:52])=[O:53])[C:29]2[CH:30]=[C:31]([O:36][Si:37]([CH:41]([CH3:42])[CH3:43])([CH:44]([CH3:45])[CH3:46])[CH:38]([CH3:39])[CH3:40])[C:32]([O:34][CH3:35])=[CH:33][C:28]=2[C:26](=[O:27])[N:21]2[CH:22]=[C:23]([CH3:25])[CH2:24][C@@H:20]12, predict the reactants needed to synthesize it. (3) Given the product [CH2:1]([N:3]1[C:12]2[C:7](=[CH:8][CH:9]=[CH:10][CH:11]=2)[C:6]([OH:13])=[C:5]([C:14]([NH:25][CH2:24][C:23]([O:22][CH3:21])=[O:26])=[O:16])[C:4]1=[O:19])[CH3:2], predict the reactants needed to synthesize it. The reactants are: [CH2:1]([N:3]1[C:12]2[C:7](=[CH:8][CH:9]=[CH:10][CH:11]=2)[C:6]([OH:13])=[C:5]([C:14]([O:16]CC)=O)[C:4]1=[O:19])[CH3:2].Cl.[CH3:21][O:22][C:23](=[O:26])[CH2:24][NH2:25]. (4) Given the product [F:12][C:4]1[CH:5]=[C:6]([S:8]([CH3:11])(=[O:10])=[O:9])[CH:7]=[C:2]([F:1])[C:3]=1[NH:13][C@H:14]1[CH2:19][CH2:18][CH2:17][N:16]([CH:20]2[CH2:21][CH2:22][NH:23][CH2:24][CH2:25]2)[C:15]1=[O:33], predict the reactants needed to synthesize it. The reactants are: [F:1][C:2]1[CH:7]=[C:6]([S:8]([CH3:11])(=[O:10])=[O:9])[CH:5]=[C:4]([F:12])[C:3]=1[NH:13][C@H:14]1[CH2:19][CH2:18][CH2:17][N:16]([CH:20]2[CH2:25][CH2:24][N:23](C(OC(C)(C)C)=O)[CH2:22][CH2:21]2)[C:15]1=[O:33].C(O)(C(F)(F)F)=O. (5) The reactants are: ClC1C(OC2C=CC(Cl)=C(C(F)(F)F)C=2)=CC(F)=C(C=1)C(O)=O.[CH:24]1([C:27]2[C:28]([CH2:37][O:38][C:39]3[CH:44]=[CH:43][C:42]([Cl:45])=[C:41]([Cl:46])[CH:40]=3)=[CH:29][C:30]([F:36])=[C:31]([CH:35]=2)[C:32]([OH:34])=O)[CH2:26][CH2:25]1.CN(C)S(N)(=O)=O.[N:54]1([S:58]([NH2:61])(=[O:60])=[O:59])[CH2:57][CH2:56][CH2:55]1. Given the product [N:54]1([S:58]([NH:61][C:32](=[O:34])[C:31]2[CH:35]=[C:27]([CH:24]3[CH2:25][CH2:26]3)[C:28]([CH2:37][O:38][C:39]3[CH:44]=[CH:43][C:42]([Cl:45])=[C:41]([Cl:46])[CH:40]=3)=[CH:29][C:30]=2[F:36])(=[O:60])=[O:59])[CH2:57][CH2:56][CH2:55]1, predict the reactants needed to synthesize it. (6) The reactants are: [CH2:1]([O:3][C:4](=[O:39])[C:5]([N:7]([CH2:19][C:20]1[CH:25]=[CH:24][C:23](C2C=CC(C(OC(C)(C)C)=O)=CC=2)=[CH:22][CH:21]=1)[CH2:8][C:9]1[CH:14]=[CH:13][C:12]([C:15]([F:18])([F:17])[F:16])=[CH:11][CH:10]=1)=[O:6])[CH3:2].[C:40]([OH:46])(C(F)(F)F)=[O:41]. Given the product [CH2:1]([O:3][C:4](=[O:39])[C:5]([N:7]([CH2:19][C:20]1[CH:21]=[C:22]([C:40]([OH:46])=[O:41])[CH:23]=[CH:24][C:25]=1[C:9]1[CH:14]=[CH:13][CH:12]=[CH:11][CH:10]=1)[CH2:8][C:9]1[CH:14]=[CH:13][C:12]([C:15]([F:17])([F:16])[F:18])=[CH:11][CH:10]=1)=[O:6])[CH3:2], predict the reactants needed to synthesize it.